From a dataset of Reaction yield outcomes from USPTO patents with 853,638 reactions. Predict the reaction yield, written as a fraction of the theoretical maximum amount of product (1.0 means a 100% yield; for example, 0.34 means a 34% yield). (1) The reactants are [CH3:1][O:2][C:3]1[CH:4]=[C:5]([N:12]2[C:16](=[O:17])[NH:15][N:14]=[N:13]2)[CH:6]=[C:7]([N+:9]([O-:11])=[O:10])[CH:8]=1.[CH3:18]N(C=O)C.C([O-])([O-])=O.[K+].[K+].IC. The catalyst is O.ClCCl. The product is [CH3:1][O:2][C:3]1[CH:4]=[C:5]([N:12]2[C:16](=[O:17])[N:15]([CH3:18])[N:14]=[N:13]2)[CH:6]=[C:7]([N+:9]([O-:11])=[O:10])[CH:8]=1. The yield is 0.740. (2) The reactants are [CH3:1][NH:2][CH3:3].[CH3:4][O:5][C:6]1[CH:7]=[C:8]([S:12](Cl)(=[O:14])=[O:13])[CH:9]=[CH:10][CH:11]=1.N1C=CC=CC=1.O. The catalyst is C1COCC1. The product is [CH3:4][O:5][C:6]1[CH:7]=[C:8]([S:12]([N:2]([CH3:3])[CH3:1])(=[O:14])=[O:13])[CH:9]=[CH:10][CH:11]=1. The yield is 0.760. (3) The reactants are [CH3:1][Si](C=[N+]=[N-])(C)C.[OH:8][C:9]1[CH:10]=[C:11]2[C:16](=[CH:17][CH:18]=1)[C:15]([C:19]([OH:21])=[O:20])=[CH:14][CH:13]=[CH:12]2. The catalyst is CCOCC.C1COCC1. The product is [OH:8][C:9]1[CH:10]=[C:11]2[C:16](=[CH:17][CH:18]=1)[C:15]([C:19]([O:21][CH3:1])=[O:20])=[CH:14][CH:13]=[CH:12]2. The yield is 0.560.